Predict the product of the given reaction. From a dataset of Forward reaction prediction with 1.9M reactions from USPTO patents (1976-2016). (1) The product is: [Cl:1][C:2]1[CH:8]=[CH:7][C:5]([NH:6][CH2:24][CH:25]([S:26]([CH3:29])(=[O:28])=[O:27])[CH3:30])=[C:4]([N+:9]([O-:11])=[O:10])[CH:3]=1. Given the reactants [Cl:1][C:2]1[CH:8]=[CH:7][C:5]([NH2:6])=[C:4]([N+:9]([O-:11])=[O:10])[CH:3]=1.CC1C=CC(S(OC[CH2:24][CH2:25][S:26]([CH3:29])(=[O:28])=[O:27])(=O)=O)=CC=1.[C:30](=O)([O-])[O-].[Cs+].[Cs+], predict the reaction product. (2) Given the reactants Cl[CH2:2][C:3]([CH3:5])=[CH2:4].[C:6](=[O:9])([O-])[O-:7].[K+].[K+].[CH2:12](O)[CH3:13], predict the reaction product. The product is: [CH2:12]([O:7][C:6](=[O:9])[CH2:2][C:3]([CH3:5])=[CH2:4])[CH3:13]. (3) The product is: [CH3:12][O:13][C:14](=[O:15])[C:10]([OH:11])=[CH:9][C:8](=[O:18])[N:7]([CH2:6][C:5]1[CH:21]=[CH:22][C:23]([F:24])=[C:3]([C:1]#[N:2])[CH:4]=1)[O:19][CH3:20]. Given the reactants [C:1]([C:3]1[CH:4]=[C:5]([CH:21]=[CH:22][C:23]=1[F:24])[CH2:6][N:7]([O:19][CH3:20])[C:8](=[O:18])[CH:9]=[C:10]1[C:14](=[O:15])[O:13][C:12](C)(C)[O:11]1)#[N:2], predict the reaction product. (4) Given the reactants [NH2:1][C:2]([NH2:4])=[O:3].CS(C)=O.[CH2:9]([C:12]([CH2:23]/[CH:24]=[CH:25]/[CH3:26])([C:18](OCC)=[O:19])[C:13](OCC)=[O:14])[CH:10]=[CH2:11].[H-].[Na+], predict the reaction product. The product is: [CH2:9]([C:12]1([CH2:23]/[CH:24]=[CH:25]/[CH3:26])[C:18](=[O:19])[NH:4][C:2](=[O:3])[NH:1][C:13]1=[O:14])[CH:10]=[CH2:11]. (5) Given the reactants [C:1]([C:3]1[CH:8]=[CH:7][C:6]([N:9]2[C:13]([CH2:14][CH2:15][CH3:16])=[C:12]([C:17]([NH:19][CH:20]3[CH2:22][CH2:21]3)=[O:18])[N:11]=[N:10]2)=[CH:5][CH:4]=1)#[N:2].C([OH:25])C, predict the reaction product. The product is: [NH2:2][C:1]([C:3]1[CH:8]=[CH:7][C:6]([N:9]2[C:13]([CH2:14][CH2:15][CH3:16])=[C:12]([C:17]([NH:19][CH:20]3[CH2:22][CH2:21]3)=[O:18])[N:11]=[N:10]2)=[CH:5][CH:4]=1)=[O:25]. (6) The product is: [Br:1][C:2]1[CH:3]=[C:4]([NH:14][C:18]2[C:27]3[C:22](=[CH:23][C:24]([F:29])=[CH:25][C:26]=3[F:28])[N:21]=[C:20]([C:30]3[CH:35]=[CH:34][CH:33]=[CH:32][N:31]=3)[C:19]=2[CH3:36])[C:5]([N:8]2[CH2:13][CH2:12][O:11][CH2:10][CH2:9]2)=[N:6][CH:7]=1. Given the reactants [Br:1][C:2]1[CH:3]=[C:4]([NH2:14])[C:5]([N:8]2[CH2:13][CH2:12][O:11][CH2:10][CH2:9]2)=[N:6][CH:7]=1.[H-].[Na+].Cl[C:18]1[C:27]2[C:22](=[CH:23][C:24]([F:29])=[CH:25][C:26]=2[F:28])[N:21]=[C:20]([C:30]2[CH:35]=[CH:34][CH:33]=[CH:32][N:31]=2)[C:19]=1[CH3:36].C(=O)([O-])[O-].[Na+].[Na+], predict the reaction product. (7) Given the reactants C[N:2]1[CH2:15][CH2:14][C:12]2=[C:13]3[C:8](=[CH:9][CH:10]=[CH:11]2)[C:7]2[CH2:16][CH2:17][CH2:18][C:6]=2[N:5]3[CH2:4][CH2:3]1.ClC(OC(Cl)C)=O, predict the reaction product. The product is: [CH2:4]1[N:5]2[C:13]3[C:8]([C:7]4[CH2:16][CH2:17][CH2:18][C:6]=42)=[CH:9][CH:10]=[CH:11][C:12]=3[CH2:14][CH2:15][NH:2][CH2:3]1.